This data is from Reaction yield outcomes from USPTO patents with 853,638 reactions. The task is: Predict the reaction yield, written as a fraction of the theoretical maximum amount of product (1.0 means a 100% yield; for example, 0.34 means a 34% yield). (1) The reactants are Cl[C:2]1[C:11]2[C:6](=[CH:7][CH:8]=[CH:9][C:10]=2[O:12][CH:13]2[CH2:18][CH2:17][N:16]([CH3:19])[CH2:15][CH2:14]2)[N:5]=[CH:4][N:3]=1.[S:20]1[CH:24]=[CH:23][N:22]=[C:21]1[S:25]([C:28]1[CH:34]=[CH:33][C:31]([NH2:32])=[CH:30][CH:29]=1)(=[O:27])=[O:26].[H-].[Na+]. The catalyst is C1COCC1. The product is [CH3:19][N:16]1[CH2:17][CH2:18][CH:13]([O:12][C:10]2[CH:9]=[CH:8][CH:7]=[C:6]3[C:11]=2[C:2]([NH:32][C:31]2[CH:33]=[CH:34][C:28]([S:25]([C:21]4[S:20][CH:24]=[CH:23][N:22]=4)(=[O:27])=[O:26])=[CH:29][CH:30]=2)=[N:3][CH:4]=[N:5]3)[CH2:14][CH2:15]1. The yield is 0.280. (2) The reactants are [S:1]([N:11]1[C:15]2=[N:16][CH:17]=[C:18]([NH:20][NH:21]C(OC(C)(C)C)=O)[N:19]=[C:14]2[CH:13]=[CH:12]1)([C:4]1[CH:10]=[CH:9][C:7]([CH3:8])=[CH:6][CH:5]=1)(=[O:3])=[O:2].S(N1C2=NC=C(N(C(OC(C)(C)C)=O)N)N=C2C=C1)(C1C=CC(C)=CC=1)(=O)=O.Cl. The catalyst is O1CCOCC1. The product is [NH:20]([C:18]1[N:19]=[C:14]2[CH:13]=[CH:12][N:11]([S:1]([C:4]3[CH:10]=[CH:9][C:7]([CH3:8])=[CH:6][CH:5]=3)(=[O:2])=[O:3])[C:15]2=[N:16][CH:17]=1)[NH2:21]. The yield is 0.500. (3) The yield is 0.950. The catalyst is C(O)C. The reactants are C([O:3][C:4](=O)[CH2:5][C:6]1[CH:11]=[CH:10][C:9]([C:12](=[O:20])[C:13]2[CH:18]=[CH:17][CH:16]=[C:15]([NH2:19])[CH:14]=2)=[CH:8][C:7]=1[NH2:21])C.Cl.II. The product is [NH2:19][C:15]1[CH:14]=[C:13]([CH:18]=[CH:17][CH:16]=1)[C:12]([C:9]1[CH:8]=[C:7]2[C:6]([CH2:5][C:4](=[O:3])[NH:21]2)=[CH:11][CH:10]=1)=[O:20]. (4) The reactants are [CH3:1][O:2][C:3]1[C:10]([C:11]2[S:12][CH:13]=[CH:14][CH:15]=2)=[CH:9][C:6]([CH:7]=O)=[C:5]([O:16][C:17]2[CH:22]=[CH:21][CH:20]=[C:19]([CH3:23])[N:18]=2)[CH:4]=1.[C:24]([C:27]1[CH:32]=[CH:31][C:30]([S:33]([NH2:36])(=[O:35])=[O:34])=[CH:29][CH:28]=1)(=[O:26])[CH3:25].C[O-].[Li+]. The catalyst is CN(C)C=O.CO.O. The product is [CH3:1][O:2][C:3]1[C:10]([C:11]2[S:12][CH:13]=[CH:14][CH:15]=2)=[CH:9][C:6](/[CH:7]=[CH:25]/[C:24]([C:27]2[CH:28]=[CH:29][C:30]([S:33]([NH2:36])(=[O:35])=[O:34])=[CH:31][CH:32]=2)=[O:26])=[C:5]([O:16][C:17]2[CH:22]=[CH:21][CH:20]=[C:19]([CH3:23])[N:18]=2)[CH:4]=1. The yield is 0.820. (5) The reactants are [CH3:1][O:2][C:3]1[CH:19]=[CH:18][C:6]2[CH:7]=[C:8]3[C:13](=[CH:14][C:5]=2[CH:4]=1)[NH:12][CH:11]=[C:10]([C:15]#[N:16])[C:9]3=O.P(Cl)(Cl)([Cl:22])=O. The catalyst is CN(C)C=O. The product is [Cl:22][C:9]1[C:8]2[C:13](=[CH:14][C:5]3[CH:4]=[C:3]([O:2][CH3:1])[CH:19]=[CH:18][C:6]=3[CH:7]=2)[N:12]=[CH:11][C:10]=1[C:15]#[N:16]. The yield is 0.816.